This data is from Reaction yield outcomes from USPTO patents with 853,638 reactions. The task is: Predict the reaction yield, written as a fraction of the theoretical maximum amount of product (1.0 means a 100% yield; for example, 0.34 means a 34% yield). (1) The reactants are [Cl:1][C:2]1[CH:3]=[N+:4]([O-])[CH:5]=[CH:6][CH:7]=1.[CH3:9][N:10](C)C(Cl)=O.C[Si](C#N)(C)C. The catalyst is C(Cl)Cl. The product is [Cl:1][C:2]1[C:3]([C:9]#[N:10])=[N:4][CH:5]=[CH:6][CH:7]=1. The yield is 0.590. (2) The yield is 0.890. The product is [F:27][C:17]1[CH:18]=[C:19]([N:22]2[CH:26]=[CH:25][CH:24]=[N:23]2)[CH:20]=[CH:21][C:16]=1[N:9]1[CH:10]=[C:11]([O:14][CH3:15])[C:12](=[O:13])[C:7]([C:5]2[N:35]([C:29]3[CH:34]=[CH:33][CH:32]=[CH:31][CH:30]=3)[N:2]=[CH:3][CH:4]=2)=[N:8]1. The reactants are C[N:2](C)[CH:3]=[CH:4][C:5]([C:7]1[C:12](=[O:13])[C:11]([O:14][CH3:15])=[CH:10][N:9]([C:16]2[CH:21]=[CH:20][C:19]([N:22]3[CH:26]=[CH:25][CH:24]=[N:23]3)=[CH:18][C:17]=2[F:27])[N:8]=1)=O.[C:29]1([NH:35]N)[CH:34]=[CH:33][CH:32]=[CH:31][CH:30]=1.Cl. The catalyst is C(O)(=O)C. (3) The reactants are FC1C=C(F)C=CC=1[CH2:4][N:5]1[C:10](=[O:11])[CH:9]=[CH:8][C:7]([CH2:12][C:13]2[C:21]3[C:16](=[CH:17][CH:18]=[C:19](F)[CH:20]=3)[N:15]([CH2:23][C:24]([O:26][CH3:27])=[O:25])[C:14]=2[CH3:28])=[CH:6]1.COC1N=CC(CC2C3C(=CC=CC=3)N(CC(OC)=O)C=2C)=CC=1.[F:58][C:59]1[CH:66]=[CH:65][CH:64]=[C:63]([F:67])[C:60]=1CBr.[Na+].[I-]. No catalyst specified. The product is [F:58][C:59]1[CH:66]=[CH:65][CH:64]=[C:63]([F:67])[C:60]=1[CH2:4][N:5]1[C:10](=[O:11])[CH:9]=[CH:8][C:7]([CH2:12][C:13]2[C:21]3[C:16](=[CH:17][CH:18]=[CH:19][CH:20]=3)[N:15]([CH2:23][C:24]([O:26][CH3:27])=[O:25])[C:14]=2[CH3:28])=[CH:6]1. The yield is 0.670. (4) The reactants are [CH2:1]([O:8][C:9]([N:11]1[CH2:16][CH2:15][CH2:14][CH2:13][C@H:12]1[C:17]([OH:19])=[O:18])=[O:10])[C:2]1[CH:7]=[CH:6][CH:5]=[CH:4][CH:3]=1.[C:20](OC(=O)CC(N)C(O)CF)(C)(C)C.C1C=CC2N(O)N=NC=2C=1.C(Cl)CCl. The catalyst is CN(C1C=CN=CC=1)C.C1COCC1. The product is [CH3:20][O:18][C:17]([C@@H:12]1[CH2:13][CH2:14][CH2:15][CH2:16][N:11]1[C:9]([O:8][CH2:1][C:2]1[CH:3]=[CH:4][CH:5]=[CH:6][CH:7]=1)=[O:10])=[O:19]. The yield is 0.720. (5) The reactants are [N:1]1[CH:6]=[CH:5][CH:4]=[CH:3][C:2]=1[C:7]1[C:8]([NH2:13])=[N:9][NH:10][C:11]=1[NH2:12].[O:14]1[C:18]2[CH:19]=[CH:20][CH:21]=[CH:22][C:17]=2[CH:16]=[C:15]1[C:23](=O)[CH2:24][C:25](OCC)=[O:26].CC1C=CC(S(O)(=O)=O)=CC=1. The catalyst is CCCCO. The product is [NH2:12][C:11]1[C:7]([C:2]2[CH:3]=[CH:4][CH:5]=[CH:6][N:1]=2)=[C:8]2[NH:13][C:23]([C:15]3[O:14][C:18]4[CH:19]=[CH:20][CH:21]=[CH:22][C:17]=4[CH:16]=3)=[CH:24][C:25](=[O:26])[N:9]2[N:10]=1. The yield is 0.310. (6) The reactants are Br.[NH2:2][C:3]1[C:4]([OH:18])=[C:5]([C:9]2[CH:14]=[CH:13][CH:12]=[C:11]([C:15]([OH:17])=[O:16])[CH:10]=2)[CH:6]=[CH:7][CH:8]=1.[N:19]([O-])=O.[Na+].[O:23]1[C:27]2[CH:28]=[CH:29][C:30]([N:32]3[C:36](=[O:37])[CH2:35][C:34]([CH3:38])=[N:33]3)=[CH:31][C:26]=2[CH2:25][CH2:24]1.C(=O)(O)[O-].[Na+]. The catalyst is Cl. The product is [O:23]1[C:27]2[CH:28]=[CH:29][C:30]([N:32]3[C:36](=[O:37])[C:35](=[N:19][NH:2][C:3]4[C:4]([OH:18])=[C:5]([C:9]5[CH:14]=[CH:13][CH:12]=[C:11]([C:15]([OH:17])=[O:16])[CH:10]=5)[CH:6]=[CH:7][CH:8]=4)[C:34]([CH3:38])=[N:33]3)=[CH:31][C:26]=2[CH2:25][CH2:24]1. The yield is 0.639. (7) The reactants are [CH3:1][N:2]([CH3:32])[CH2:3][CH2:4][N:5]1[C:9]2[CH:10]=[CH:11][C:12]([S:14][C@@H:15]3[CH2:19][CH2:18][N:17]([C:20]([O:22][C:23]([CH3:26])([CH3:25])[CH3:24])=[O:21])[CH2:16]3)=[CH:13][C:8]=2[N:7]=[C:6]1[CH2:27][C:28]([CH3:31])([CH3:30])[CH3:29].CS(O)(=O)=[O:35].OO.S([O-])([O-])(=O)=S.[Na+].[Na+].C(=O)(O)[O-].[Na+].[OH2:52]. The catalyst is CO.ClCCl.O.O.[O-][W]([O-])(=O)=O.[Na+].[Na+]. The product is [CH3:1][N:2]([CH3:32])[CH2:3][CH2:4][N:5]1[C:9]2[CH:10]=[CH:11][C:12]([S:14]([C@@H:15]3[CH2:19][CH2:18][N:17]([C:20]([O:22][C:23]([CH3:24])([CH3:25])[CH3:26])=[O:21])[CH2:16]3)(=[O:35])=[O:52])=[CH:13][C:8]=2[N:7]=[C:6]1[CH2:27][C:28]([CH3:31])([CH3:30])[CH3:29]. The yield is 0.710. (8) The reactants are [CH:1]([N:14]1[C:22]2[C:17](=[CH:18][C:19]([Cl:23])=[CH:20][CH:21]=2)[C:16]([CH2:24][CH2:25][S:26]([C:29]2[CH:34]=[CH:33][C:32]([CH2:35][CH2:36][C:37]([O:39][CH2:40][CH3:41])=[O:38])=[CH:31][CH:30]=2)(=[O:28])=[O:27])=[C:15]1[CH2:42][CH2:43]OS(C)(=O)=O)([C:8]1[CH:13]=[CH:12][CH:11]=[CH:10][CH:9]=1)[C:2]1[CH:7]=[CH:6][CH:5]=[CH:4][CH:3]=1.[N-:49]=[N+:50]=[N-:51].[Na+].CN(C=O)C. The catalyst is O. The product is [N:49]([CH2:43][CH2:42][C:15]1[N:14]([CH:1]([C:2]2[CH:3]=[CH:4][CH:5]=[CH:6][CH:7]=2)[C:8]2[CH:9]=[CH:10][CH:11]=[CH:12][CH:13]=2)[C:22]2[C:17]([C:16]=1[CH2:24][CH2:25][S:26]([C:29]1[CH:34]=[CH:33][C:32]([CH2:35][CH2:36][C:37]([O:39][CH2:40][CH3:41])=[O:38])=[CH:31][CH:30]=1)(=[O:28])=[O:27])=[CH:18][C:19]([Cl:23])=[CH:20][CH:21]=2)=[N+:50]=[N-:51]. The yield is 0.960. (9) The product is [F:46][CH:2]([F:1])[C:3]1[N:7]([C:8]2[N:13]=[C:12]([N:14]3[CH2:15][CH2:16][O:17][CH2:18][CH2:19]3)[N:11]=[C:10]([N:20]([CH:21]3[CH2:26][CH2:25][NH:24][CH2:23][CH2:22]3)[CH2:34][CH2:35][CH2:36][N:37]([CH3:38])[CH3:39])[N:9]=2)[C:6]2[CH:40]=[CH:41][CH:42]=[C:43]([O:44][CH3:45])[C:5]=2[N:4]=1. The reactants are [F:1][CH:2]([F:46])[C:3]1[N:7]([C:8]2[N:13]=[C:12]([N:14]3[CH2:19][CH2:18][O:17][CH2:16][CH2:15]3)[N:11]=[C:10]([N:20]([CH2:34][CH2:35][CH2:36][N:37]([CH3:39])[CH3:38])[CH:21]3[CH2:26][CH2:25][N:24](C(OC(C)(C)C)=O)[CH2:23][CH2:22]3)[N:9]=2)[C:6]2[CH:40]=[CH:41][CH:42]=[C:43]([O:44][CH3:45])[C:5]=2[N:4]=1.C(O)(C(F)(F)F)=O. The catalyst is C(Cl)Cl. The yield is 0.990. (10) The reactants are [CH2:1]([O:3][C:4](=[O:37])[CH2:5][CH2:6][CH2:7][O:8][C:9]1[CH:14]=[CH:13][CH:12]=[C:11]([CH2:15][CH2:16][CH2:17][CH2:18][CH2:19][CH2:20][O:21][C:22]2[CH:27]=[C:26]([OH:28])[CH:25]=[C:24]([Br:29])[CH:23]=2)[C:10]=1[CH2:30][CH2:31][C:32]([O:34][CH2:35][CH3:36])=[O:33])[CH3:2].I[CH2:39][CH:40]1[CH2:44][CH2:43][CH2:42][CH2:41]1.C(=O)([O-])[O-].[K+].[K+]. No catalyst specified. The product is [CH2:1]([O:3][C:4](=[O:37])[CH2:5][CH2:6][CH2:7][O:8][C:9]1[CH:14]=[CH:13][CH:12]=[C:11]([CH2:15][CH2:16][CH2:17][CH2:18][CH2:19][CH2:20][O:21][C:22]2[CH:27]=[C:26]([O:28][CH2:39][CH:40]3[CH2:44][CH2:43][CH2:42][CH2:41]3)[CH:25]=[C:24]([Br:29])[CH:23]=2)[C:10]=1[CH2:30][CH2:31][C:32]([O:34][CH2:35][CH3:36])=[O:33])[CH3:2]. The yield is 0.730.